From a dataset of Full USPTO retrosynthesis dataset with 1.9M reactions from patents (1976-2016). Predict the reactants needed to synthesize the given product. (1) Given the product [Cl:14][C:15]1[C:20]([Cl:21])=[CH:19][CH:18]=[CH:17][C:16]=1[CH:22]([NH:23][C:24](=[O:30])[O:25][C:26]([CH3:28])([CH3:27])[CH3:29])[CH2:13][N+:10]([O-:12])=[O:11], predict the reactants needed to synthesize it. The reactants are: C(N(CC)C(C)C)(C)C.[N+:10]([CH3:13])([O-:12])=[O:11].[Cl:14][C:15]1[C:20]([Cl:21])=[CH:19][CH:18]=[CH:17][C:16]=1/[CH:22]=[N:23]/[C:24](=[O:30])[O:25][C:26]([CH3:29])([CH3:28])[CH3:27]. (2) Given the product [Cl:14][C:13]1[C:8]([C:7]2[N:6]=[C:5]([NH:16][CH2:17][CH:18]3[CH2:23][CH2:22][O:21][CH2:20][CH2:19]3)[CH:4]=[N:3][C:2]=2[CH3:24])=[CH:9][C:10]([F:15])=[N:11][CH:12]=1, predict the reactants needed to synthesize it. The reactants are: Br[C:2]1[N:3]=[CH:4][C:5]([NH:16][CH2:17][CH:18]2[CH2:23][CH2:22][O:21][CH2:20][CH2:19]2)=[N:6][C:7]=1[C:8]1[C:13]([Cl:14])=[CH:12][N:11]=[C:10]([F:15])[CH:9]=1.[CH3:24][B-](F)(F)F.[K+].P([O-])([O-])([O-])=O.[K+].[K+].[K+]. (3) Given the product [Cl:1][C:2]1[CH:7]=[CH:6][CH:5]=[C:4]([C:8]([F:9])([F:10])[F:11])[C:3]=1[C:12]1[CH:17]=[CH:16][N:15]=[C:14]([C:18]2[NH:20][O:21][C:22](=[O:23])[N:19]=2)[CH:13]=1, predict the reactants needed to synthesize it. The reactants are: [Cl:1][C:2]1[CH:7]=[CH:6][CH:5]=[C:4]([C:8]([F:11])([F:10])[F:9])[C:3]=1[C:12]1[CH:17]=[CH:16][N:15]=[C:14]([C:18](=[N:20][OH:21])[NH2:19])[CH:13]=1.[C:22](N1C=CN=C1)(N1C=CN=C1)=[O:23].N12CCCN=C1CCCCC2.Cl. (4) Given the product [OH:28][NH:27][C:1](=[NH:2])[C:3]1[C:4]([CH3:20])=[C:5]2[C:10](=[CH:11][CH:12]=1)[CH2:9][N:8]([C:13]([O:15][C:16]([CH3:17])([CH3:18])[CH3:19])=[O:14])[CH2:7][CH2:6]2, predict the reactants needed to synthesize it. The reactants are: [C:1]([C:3]1[C:4]([CH3:20])=[C:5]2[C:10](=[CH:11][CH:12]=1)[CH2:9][N:8]([C:13]([O:15][C:16]([CH3:19])([CH3:18])[CH3:17])=[O:14])[CH2:7][CH2:6]2)#[N:2].C(=O)([O-])O.[Na+].Cl.[NH2:27][OH:28]. (5) Given the product [Br:13][C:4]1[CH:3]=[C:2]([NH:1][CH2:17][C:16]2[C:19]([CH3:23])=[CH:20][CH:21]=[CH:22][C:15]=2[CH3:14])[C:10]2[N:9]=[C:8]([CH3:11])[N:7]([OH:12])[C:6]=2[CH:5]=1, predict the reactants needed to synthesize it. The reactants are: [NH2:1][C:2]1[C:10]2[N:9]=[C:8]([CH3:11])[N:7]([OH:12])[C:6]=2[CH:5]=[C:4]([Br:13])[CH:3]=1.[CH3:14][C:15]1[CH:22]=[CH:21][CH:20]=[C:19]([CH3:23])[C:16]=1[CH:17]=O.C([BH3-])#N.[Na+].Cl.C(=O)([O-])O.[Na+]. (6) Given the product [Cl:20][C:17]([F:19])([F:18])[O:16][C:13]1[CH:14]=[CH:15][C:10]([NH:9][C:7](=[O:8])[C:6]2[CH:21]=[C:2]([C:33]3[CH:34]=[N:29][CH:30]=[N:31][CH:32]=3)[C:3]([N:22]3[CH2:26][C@H:25]([OH:27])[C@H:24]([OH:28])[CH2:23]3)=[N:4][CH:5]=2)=[CH:11][CH:12]=1, predict the reactants needed to synthesize it. The reactants are: Br[C:2]1[C:3]([N:22]2[CH2:26][C@H:25]([OH:27])[C@H:24]([OH:28])[CH2:23]2)=[N:4][CH:5]=[C:6]([CH:21]=1)[C:7]([NH:9][C:10]1[CH:15]=[CH:14][C:13]([O:16][C:17]([Cl:20])([F:19])[F:18])=[CH:12][CH:11]=1)=[O:8].[N:29]1[CH:34]=[C:33](B(O)O)[CH:32]=[N:31][CH:30]=1. (7) Given the product [C:3]([O:7][C:8]([N:10]1[CH2:15][CH2:14][N:13]([CH2:18][CH2:19][O:20][Si:21]([C:24]([CH3:27])([CH3:26])[CH3:25])([CH3:23])[CH3:22])[C:12](=[O:16])[CH2:11]1)=[O:9])([CH3:6])([CH3:4])[CH3:5], predict the reactants needed to synthesize it. The reactants are: [H-].[Na+].[C:3]([O:7][C:8]([N:10]1[CH2:15][CH2:14][NH:13][C:12](=[O:16])[CH2:11]1)=[O:9])([CH3:6])([CH3:5])[CH3:4].Br[CH2:18][CH2:19][O:20][Si:21]([C:24]([CH3:27])([CH3:26])[CH3:25])([CH3:23])[CH3:22].